Dataset: Full USPTO retrosynthesis dataset with 1.9M reactions from patents (1976-2016). Task: Predict the reactants needed to synthesize the given product. (1) Given the product [C:1]([C:5]1[CH:23]=[C:8]2[N:9]=[C:10]([CH3:22])[C:11]([CH:14]([CH2:19][CH2:20][CH3:21])[C:15]([O:17][CH3:18])=[O:16])=[C:12]([C:25]3[CH:30]=[CH:29][C:28]([CH3:31])=[CH:27][CH:26]=3)[N:7]2[N:6]=1)([CH3:4])([CH3:3])[CH3:2], predict the reactants needed to synthesize it. The reactants are: [C:1]([C:5]1[CH:23]=[C:8]2[N:9]=[C:10]([CH3:22])[C:11]([CH:14]([CH2:19][CH2:20][CH3:21])[C:15]([O:17][CH3:18])=[O:16])=[C:12](Cl)[N:7]2[N:6]=1)([CH3:4])([CH3:3])[CH3:2].B(O)(O)[C:25]1[CH:26]=[CH:27][C:28]([CH3:31])=[CH:29][CH:30]=1.C(N(C(C)C)CC)(C)C. (2) Given the product [Cl:12][C:13]1[C:14]([CH:19]2[CH2:21][CH2:20]2)=[CH:15][N:16]=[C:17]([C:22]([OH:24])=[O:23])[CH:18]=1, predict the reactants needed to synthesize it. The reactants are: CN(C)CCO.[Li]CCCC.[Cl:12][C:13]1[CH:18]=[CH:17][N:16]=[CH:15][C:14]=1[CH:19]1[CH2:21][CH2:20]1.[C:22](=[O:24])=[O:23].Cl. (3) Given the product [C:23]([O:27][C:28]([N:30]1[CH2:35][CH2:34][CH:33]([N:8]2[CH2:12][CH2:11][CH:10]([S:13]([C:16]3[CH:21]=[CH:20][C:19]([OH:22])=[CH:18][CH:17]=3)(=[O:15])=[O:14])[CH2:9]2)[CH2:32][CH2:31]1)=[O:29])([CH3:26])([CH3:24])[CH3:25], predict the reactants needed to synthesize it. The reactants are: FC(F)(F)C(O)=O.[NH:8]1[CH2:12][CH2:11][CH:10]([S:13]([C:16]2[CH:21]=[CH:20][C:19]([OH:22])=[CH:18][CH:17]=2)(=[O:15])=[O:14])[CH2:9]1.[C:23]([O:27][C:28]([N:30]1[CH2:35][CH2:34][C:33](=O)[CH2:32][CH2:31]1)=[O:29])([CH3:26])([CH3:25])[CH3:24]. (4) Given the product [CH:10]1([Mg:1][Br:4])[CH2:11][CH2:12]1.[O:8]1[CH2:12][CH2:11][CH2:10][CH2:9]1, predict the reactants needed to synthesize it. The reactants are: [Mg:1].II.[Br:4]C1CC1.[O:8]1[CH2:12][CH2:11][CH2:10][CH2:9]1.